Predict the reactants needed to synthesize the given product. From a dataset of Full USPTO retrosynthesis dataset with 1.9M reactions from patents (1976-2016). (1) The reactants are: [N:1]([CH2:4][C@@H:5]([CH2:12][CH:13]([CH3:15])[CH3:14])[CH2:6][C:7]([O:9]CC)=[O:8])=[N+]=[N-]. Given the product [CH3:15][CH:13]([CH2:12][C@H:5]([CH2:4][NH2:1])[CH2:6][C:7]([OH:9])=[O:8])[CH3:14], predict the reactants needed to synthesize it. (2) Given the product [C:15]([C:16]1[CH:21]=[CH:20][CH:19]=[C:18]([C:22]([F:23])([F:25])[F:24])[C:17]=1[CH2:26][C:27]([O:29][CH3:30])=[O:28])#[CH:14], predict the reactants needed to synthesize it. The reactants are: C([O-])([O-])=O.[K+].[K+].C([Si]([C:14]#[C:15][C:16]1[CH:21]=[CH:20][CH:19]=[C:18]([C:22]([F:25])([F:24])[F:23])[C:17]=1[CH2:26][C:27]([O:29][CH3:30])=[O:28])(CC)CC)C. (3) Given the product [N:1]1[C:10]2[CH:9]([NH:23][CH2:22][CH2:21][CH2:20][CH2:19][NH:18][C:17](=[O:24])[O:16][C:12]([CH3:14])([CH3:13])[CH3:15])[CH2:8][CH2:7][CH2:6][C:5]=2[CH:4]=[CH:3][CH:2]=1, predict the reactants needed to synthesize it. The reactants are: [N:1]1[C:10]2[C:9](=O)[CH2:8][CH2:7][CH2:6][C:5]=2[CH:4]=[CH:3][CH:2]=1.[C:12]([O:16][C:17](=[O:24])[NH:18][CH2:19][CH2:20][CH2:21][CH2:22][NH2:23])([CH3:15])([CH3:14])[CH3:13].C(O)(=O)C.C(O[BH-](OC(=O)C)OC(=O)C)(=O)C.[Na+]. (4) Given the product [F:36][C:29]1[CH:28]=[C:27]2[C:32]([C:33](=[O:35])[CH:34]=[C:25]([C:23]([NH:22][CH:19]3[CH2:20][CH2:21][N:16]([CH:2]([C:4]4[CH:13]=[C:12]5[C:7]([CH:8]=[CH:9][C:10](=[O:14])[O:11]5)=[CH:6][CH:5]=4)[CH3:3])[CH2:17][CH2:18]3)=[O:24])[O:26]2)=[CH:31][CH:30]=1, predict the reactants needed to synthesize it. The reactants are: Cl[CH:2]([C:4]1[CH:13]=[C:12]2[C:7]([CH:8]=[CH:9][C:10](=[O:14])[O:11]2)=[CH:6][CH:5]=1)[CH3:3].Cl.[NH:16]1[CH2:21][CH2:20][CH:19]([NH:22][C:23]([C:25]2[O:26][C:27]3[C:32]([C:33](=[O:35])[CH:34]=2)=[CH:31][CH:30]=[C:29]([F:36])[CH:28]=3)=[O:24])[CH2:18][CH2:17]1.C([O-])([O-])=O.[Na+].[Na+]. (5) The reactants are: [Br:1][C:2]1[CH:3]=[C:4]2[C:11]3([C:15](=[O:16])[N:14]([CH3:17])[C:13](SC)=[N:12]3)[CH2:10][CH:9]([C:20]3[CH:25]=[CH:24][CH:23]=[CH:22][C:21]=3[F:26])[O:8][C:5]2=[CH:6][CH:7]=1.[NH4+:27].[I-]. Given the product [NH2:27][C:13]1[N:14]([CH3:17])[C:15](=[O:16])[C:11]2([C:4]3[C:5](=[CH:6][CH:7]=[C:2]([Br:1])[CH:3]=3)[O:8][CH:9]([C:20]3[CH:25]=[CH:24][CH:23]=[CH:22][C:21]=3[F:26])[CH2:10]2)[N:12]=1, predict the reactants needed to synthesize it. (6) Given the product [CH:30]1([CH2:35][NH:36][S:19]([C:14]2[CH:15]=[CH:16][C:17]([F:18])=[C:12]([CH:13]=2)[C:10]([NH:9][C:4]2[CH:5]=[CH:6][C:7]([F:8])=[C:2]([F:1])[CH:3]=2)=[O:11])(=[O:21])=[O:20])[CH2:34][CH2:33][CH2:32][CH2:31]1, predict the reactants needed to synthesize it. The reactants are: [F:1][C:2]1[CH:3]=[C:4]([NH:9][C:10]([C:12]2[CH:13]=[C:14]([S:19](Cl)(=[O:21])=[O:20])[CH:15]=[CH:16][C:17]=2[F:18])=[O:11])[CH:5]=[CH:6][C:7]=1[F:8].CCN(CC)CC.[CH:30]1([CH2:35][NH2:36])[CH2:34][CH2:33][CH2:32][CH2:31]1. (7) Given the product [CH3:3][C:4]1[CH:5]=[CH:6][C:7]2[N:8]([N:10]=[C:11]([C:24]3[CH:29]=[CH:28][CH:27]=[CH:26][CH:25]=3)[C:12]=2[CH2:13][C:14]2[N:19]=[C:18]([C:20]([OH:22])=[O:21])[CH:17]=[CH:16][CH:15]=2)[CH:9]=1, predict the reactants needed to synthesize it. The reactants are: [OH-].[K+].[CH3:3][C:4]1[CH:5]=[CH:6][C:7]2[N:8]([N:10]=[C:11]([C:24]3[CH:29]=[CH:28][CH:27]=[CH:26][CH:25]=3)[C:12]=2[CH2:13][C:14]2[N:19]=[C:18]([C:20]([O:22]C)=[O:21])[CH:17]=[CH:16][CH:15]=2)[CH:9]=1.Cl.